This data is from Reaction yield outcomes from USPTO patents with 853,638 reactions. The task is: Predict the reaction yield, written as a fraction of the theoretical maximum amount of product (1.0 means a 100% yield; for example, 0.34 means a 34% yield). (1) The reactants are C(N(CC)CC)C.[NH:8]1[CH2:12][CH2:11][C@@H:10]([NH:13][C:14](=[O:20])[O:15][C:16]([CH3:19])([CH3:18])[CH3:17])[CH2:9]1.CS(O[CH2:26][C:27]1[CH:36]=[C:35]2[C:30]([C:31](=[O:50])[N:32]([CH2:37][C:38]3[CH:43]=[C:42]([Cl:44])[CH:41]=[CH:40][C:39]=3[S:45]([CH2:48][CH3:49])(=[O:47])=[O:46])[CH:33]=[N:34]2)=[CH:29][C:28]=1[C:51]([F:54])([F:53])[F:52])(=O)=O.O. The catalyst is C(Cl)Cl. The product is [Cl:44][C:42]1[CH:41]=[CH:40][C:39]([S:45]([CH2:48][CH3:49])(=[O:47])=[O:46])=[C:38]([CH2:37][N:32]2[C:31](=[O:50])[C:30]3[C:35](=[CH:36][C:27]([CH2:26][N:8]4[CH2:12][CH2:11][C@@H:10]([NH:13][C:14](=[O:20])[O:15][C:16]([CH3:17])([CH3:19])[CH3:18])[CH2:9]4)=[C:28]([C:51]([F:53])([F:54])[F:52])[CH:29]=3)[N:34]=[CH:33]2)[CH:43]=1. The yield is 0.790. (2) The reactants are Br[C:2]1[CH:3]=[CH:4][C:5]2[O:11][CH2:10][CH2:9][N:8]([C:12]([O:14][C:15]([CH3:18])([CH3:17])[CH3:16])=[O:13])[CH2:7][C:6]=2[CH:19]=1.[B:20](OC(C)C)([O:25]C(C)C)[O:21]C(C)C.C([Li])CCC. The catalyst is C1COCC1. The product is [CH3:16][C:15]([O:14][C:12]([N:8]1[CH2:7][C:6]2[CH:19]=[C:2]([B:20]([OH:25])[OH:21])[CH:3]=[CH:4][C:5]=2[O:11][CH2:10][CH2:9]1)=[O:13])([CH3:18])[CH3:17]. The yield is 0.870. (3) The reactants are [OH:1][C:2]1[CH:3]=[C:4]([CH:9]=[CH:10][CH:11]=1)[C:5]([O:7][CH3:8])=[O:6].Cl[CH2:13][C@@H:14]1[CH2:18][O:17][C:16]([CH3:20])([CH3:19])[O:15]1.C([O-])([O-])=O.[K+].[K+].Cl. The catalyst is CN(C=O)C.O. The product is [CH3:19][C:16]1([CH3:20])[O:15][C@H:14]([CH2:13][O:1][C:2]2[CH:3]=[C:4]([CH:9]=[CH:10][CH:11]=2)[C:5]([O:7][CH3:8])=[O:6])[CH2:18][O:17]1. The yield is 0.570. (4) The reactants are [F:1][C:2]1[CH:7]=[CH:6][C:5]([F:8])=[CH:4][C:3]=1[CH:9]([S:20]([C:23]1[CH:28]=[CH:27][CH:26]=[CH:25][CH:24]=1)(=[O:22])=[O:21])[C:10]1[C:11]([CH3:19])=[CH:12][C:13]([C:16](O)=[O:17])=[N:14][CH:15]=1.[NH2:29][CH2:30][CH2:31][OH:32].Cl.C(N=C=NCCCN(C)C)C.ON1C2C=CC=CC=2N=N1.C(N(CC)CC)C. The catalyst is C(Cl)Cl.O. The product is [F:1][C:2]1[CH:7]=[CH:6][C:5]([F:8])=[CH:4][C:3]=1[CH:9]([S:20]([C:23]1[CH:28]=[CH:27][CH:26]=[CH:25][CH:24]=1)(=[O:21])=[O:22])[C:10]1[C:11]([CH3:19])=[CH:12][C:13]([C:16]([NH:29][CH2:30][CH2:31][OH:32])=[O:17])=[N:14][CH:15]=1. The yield is 0.300. (5) The reactants are [C:1]([N:4]1[CH2:18][CH2:17][CH2:16][C:5]21[C:8](=[O:9])[N:7]([CH2:10][C:11]([O:13]CC)=[O:12])[CH2:6]2)(=[O:3])[CH3:2].O.O[Li].O. The catalyst is C1COCC1. The product is [C:1]([N:4]1[CH2:18][CH2:17][CH2:16][C:5]21[C:8](=[O:9])[N:7]([CH2:10][C:11]([OH:13])=[O:12])[CH2:6]2)(=[O:3])[CH3:2]. The yield is 0.915. (6) The reactants are C(O)(=O)C(C)(C)C.C(=O)([O-])[O-].[K+].[K+].Br[C:15]1[CH:33]=[CH:32][C:31]([Cl:34])=[CH:30][C:16]=1[CH2:17][O:18][C:19]1[CH:28]=[C:27]2[C:22]([CH2:23][CH2:24][CH2:25][C:26]2=[O:29])=[CH:21][CH:20]=1. The catalyst is CC(N(C)C)=O.C([O-])(=O)C(C)(C)C.[Pd+2].C([O-])(=O)C(C)(C)C.FC1C=CC(P(C2C=CC(F)=CC=2)C2C=CC(F)=CC=2)=CC=1. The product is [Cl:34][C:31]1[CH:32]=[CH:33][C:15]2[C:20]3[CH:21]=[C:22]4[CH2:23][CH2:24][CH2:25][C:26](=[O:29])[C:27]4=[CH:28][C:19]=3[O:18][CH2:17][C:16]=2[CH:30]=1. The yield is 0.670.